Dataset: Full USPTO retrosynthesis dataset with 1.9M reactions from patents (1976-2016). Task: Predict the reactants needed to synthesize the given product. (1) Given the product [CH2:19]([C:17]1[S:16][C:12]2[N:13]=[CH:14][CH:15]=[C:10]([NH:9][CH2:1][CH2:2][C:3]3[CH:8]=[CH:7][CH:6]=[CH:5][CH:4]=3)[C:11]=2[CH:18]=1)[CH3:20], predict the reactants needed to synthesize it. The reactants are: [CH2:1]([NH:9][C:10]1[CH:15]=[CH:14][N:13]=[C:12]2[S:16][C:17]([CH:19](O)[CH3:20])=[CH:18][C:11]=12)[CH2:2][C:3]1[CH:8]=[CH:7][CH:6]=[CH:5][CH:4]=1.[Cl-].[Al+3].[Cl-].[Cl-].[H-].[Al+3].[Li+].[H-].[H-].[H-].C(OCC)(=O)C. (2) Given the product [Cl:30][C:31]1[CH:58]=[CH:57][C:34]([O:35][C:36]2[N:37]=[CH:38][C:39]([N:42]3[C@@H:46]([C:47]4[CH:52]=[CH:51][CH:50]=[C:49]([O:53][CH3:54])[CH:48]=4)[CH2:45][CH2:44][C:43]3=[O:56])=[N:40][CH:41]=2)=[CH:33][CH:32]=1, predict the reactants needed to synthesize it. The reactants are: C(P(CCCC)CCCC)CCC.N(C(OC(C)(C)C)=O)=NC(OC(C)(C)C)=O.[Cl:30][C:31]1[CH:58]=[CH:57][C:34]([O:35][C:36]2[N:37]=[CH:38][C:39]([NH:42][C:43](=[O:56])[CH2:44][CH2:45][C@H:46](O)[C:47]3[CH:52]=[CH:51][CH:50]=[C:49]([O:53][CH3:54])[CH:48]=3)=[N:40][CH:41]=2)=[CH:33][CH:32]=1.